Dataset: Forward reaction prediction with 1.9M reactions from USPTO patents (1976-2016). Task: Predict the product of the given reaction. (1) Given the reactants [CH3:1][C:2]1[CH:3]=[CH:4][C:5]([N:11]2[N:15]=[CH:14][CH:13]=[N:12]2)=[C:6]([CH:10]=1)[C:7]([OH:9])=O.[CH3:16][C@H:17]1[CH2:22][CH2:21][CH2:20][NH:19][C@H:18]1[CH2:23][NH:24][C:25]1[CH:30]=[CH:29][C:28]([C:31]([F:34])([F:33])[F:32])=[CH:27][N:26]=1, predict the reaction product. The product is: [CH3:16][C@H:17]1[CH2:22][CH2:21][CH2:20][N:19]([C:7]([C:6]2[CH:10]=[C:2]([CH3:1])[CH:3]=[CH:4][C:5]=2[N:11]2[N:15]=[CH:14][CH:13]=[N:12]2)=[O:9])[C@H:18]1[CH2:23][NH:24][C:25]1[CH:30]=[CH:29][C:28]([C:31]([F:34])([F:32])[F:33])=[CH:27][N:26]=1. (2) Given the reactants [O:1]1[C:5]2[CH:6]=[CH:7][C:8]([CH:10]=[CH:11][C:12]([NH2:14])=[O:13])=[CH:9][C:4]=2[O:3][CH2:2]1.[Cl:15][CH:16](Cl)[C:17](=O)[CH3:18], predict the reaction product. The product is: [O:1]1[C:5]2[CH:6]=[CH:7][C:8]([CH:10]=[CH:11][C:12]3[O:13][CH:18]=[C:17]([CH2:16][Cl:15])[N:14]=3)=[CH:9][C:4]=2[O:3][CH2:2]1. (3) Given the reactants [N:1]1([C:7]2[CH:16]=[CH:15][CH:14]=[C:13]3[C:8]=2[C:9]([NH2:18])=[N:10][C:11]([NH2:17])=[N:12]3)[CH2:6][CH2:5][NH:4][CH2:3][CH2:2]1.[F:19][C:20]1[C:28]([F:29])=[CH:27][CH:26]=[CH:25][C:21]=1[C:22](Cl)=[O:23], predict the reaction product. The product is: [NH2:17][C:11]1[N:10]=[C:9]([NH2:18])[C:8]2[C:13](=[CH:14][CH:15]=[CH:16][C:7]=2[N:1]2[CH2:6][CH2:5][N:4]([C:22]([C:21]3[CH:25]=[CH:26][CH:27]=[C:28]([F:29])[C:20]=3[F:19])=[O:23])[CH2:3][CH2:2]2)[N:12]=1.